This data is from Full USPTO retrosynthesis dataset with 1.9M reactions from patents (1976-2016). The task is: Predict the reactants needed to synthesize the given product. (1) Given the product [F:37][C:38]1[CH:46]=[CH:45][C:41]([C:42]([NH:6]/[C:5](=[N:7]\[OH:8])/[CH2:4][CH:3]([CH2:9][N:10]2[CH2:15][CH2:14][CH2:13][CH:12]([C:16]3[CH:21]=[CH:20][CH:19]=[C:18]([C:22]([F:23])([F:24])[F:25])[CH:17]=3)[CH2:11]2)[C:2]([F:1])([F:26])[F:27])=[O:43])=[CH:40][CH:39]=1, predict the reactants needed to synthesize it. The reactants are: [F:1][C:2]([F:27])([F:26])[CH:3]([CH2:9][N:10]1[CH2:15][CH2:14][CH2:13][CH:12]([C:16]2[CH:21]=[CH:20][CH:19]=[C:18]([C:22]([F:25])([F:24])[F:23])[CH:17]=2)[CH2:11]1)[CH2:4]/[C:5](=[N:7]/[OH:8])/[NH2:6].CCN(C(C)C)C(C)C.[F:37][C:38]1[CH:46]=[CH:45][C:41]([C:42](Cl)=[O:43])=[CH:40][CH:39]=1. (2) Given the product [CH3:35][C:34]1[CH:22]=[CH:23][C:19]([S:16]([NH:6][C@H:32]([C:30]([NH:12][CH2:11][CH2:10][CH2:9][CH2:8][C@H:7]([N:6]([S:16]([C:19]2[S:20][CH:21]=[CH:22][CH:23]=2)(=[O:18])=[O:17])[CH2:2][CH:3]([CH3:5])[CH3:4])[C:13]([OH:15])=[O:14])=[O:31])[CH2:37][C:33]2[CH:4]=[CH:3][CH:2]=[CH:35][CH:34]=2)(=[O:26])=[O:24])=[CH:37][CH:33]=1, predict the reactants needed to synthesize it. The reactants are: Cl.[CH2:2]([N:6]([S:16]([C:19]1[S:20][CH:21]=[CH:22][CH:23]=1)(=[O:18])=[O:17])[C@H:7]([C:13]([OH:15])=[O:14])[CH2:8][CH2:9][CH2:10][CH2:11][NH2:12])[CH:3]([CH3:5])[CH3:4].[OH-:24].[Na+].[OH2:26].CCO[C:30]([CH3:32])=[O:31].[CH2:33]1[CH2:37]O[CH2:35][CH2:34]1. (3) Given the product [Cl:19][C:16]1[CH:15]=[CH:14][C:13]([CH2:12][C:10]2[C:9]3[C:4](=[CH:5][CH:6]=[CH:7][CH:8]=3)[C:3](=[O:20])[N:2]([NH:1][C:30](=[O:31])[CH2:29][C:24]3[CH:23]=[C:22]([F:21])[CH:27]=[C:26]([F:28])[CH:25]=3)[N:11]=2)=[CH:18][CH:17]=1, predict the reactants needed to synthesize it. The reactants are: [NH2:1][N:2]1[N:11]=[C:10]([CH2:12][C:13]2[CH:18]=[CH:17][C:16]([Cl:19])=[CH:15][CH:14]=2)[C:9]2[C:4](=[CH:5][CH:6]=[CH:7][CH:8]=2)[C:3]1=[O:20].[F:21][C:22]1[CH:23]=[C:24]([CH2:29][C:30](O)=[O:31])[CH:25]=[C:26]([F:28])[CH:27]=1. (4) The reactants are: [NH:1]1[C:9]2[C:4](=[CH:5][CH:6]=CC=2)[CH:3]=[CH:2]1.C([N:17]1[C:29]2[C:28]([OH:30])=[C:27]3[N:31](C(OC(C)(C)C)=O)[C:32]4[CH:33]=[CH:34][C:35]([Cl:38])=[CH:36][C:37]=4[C:26]3=[CH:25][C:24]=2[C:23]2[C:18]1=[CH:19][CH:20]=[C:21]([Cl:46])[CH:22]=2)(OC(C)(C)C)=O.C(N1CCC(CO)CC1)(OC(C)(C)C)=O. Given the product [Cl:38][C:35]1[CH:36]=[C:37]2[C:32](=[CH:33][CH:34]=1)[NH:31][C:27]1[C:28]([O:30][CH2:6][CH:5]3[CH2:3][CH2:2][NH:1][CH2:9][CH2:4]3)=[C:29]3[NH:17][C:18]4[CH:19]=[CH:20][C:21]([Cl:46])=[CH:22][C:23]=4[C:24]3=[CH:25][C:26]2=1, predict the reactants needed to synthesize it. (5) Given the product [CH3:27][C:2]1[CH:3]=[C:4]([C:20]([OH:22])=[O:21])[C:5]2[CH2:6][CH2:7][N:8]([CH:13]([CH2:17][CH2:18][CH3:19])[CH2:14][CH2:15][CH3:16])[C:9](=[O:12])[C:10]=2[CH:11]=1, predict the reactants needed to synthesize it. The reactants are: Cl[C:2]1[CH:3]=[C:4]([C:20]([O:22]C)=[O:21])[C:5]2[CH2:6][CH2:7][N:8]([CH:13]([CH2:17][CH2:18][CH3:19])[CH2:14][CH2:15][CH3:16])[C:9](=[O:12])[C:10]=2[CH:11]=1.[OH-].[Na+].O1CCOC[CH2:27]1. (6) The reactants are: [I:1][C:2]1[CH:10]=[CH:9][C:8]([S:11]([CH3:14])(=[O:13])=[O:12])=[CH:7][C:3]=1[C:4]([OH:6])=O.[F:15][C:16]1[CH:21]=[C:20]([S:22]([CH3:25])(=[O:24])=[O:23])[CH:19]=[CH:18][C:17]=1[N:26]1[CH2:31][CH2:30][NH:29][CH2:28][CH2:27]1. Given the product [F:15][C:16]1[CH:21]=[C:20]([S:22]([CH3:25])(=[O:24])=[O:23])[CH:19]=[CH:18][C:17]=1[N:26]1[CH2:31][CH2:30][N:29]([C:4]([C:3]2[CH:7]=[C:8]([S:11]([CH3:14])(=[O:13])=[O:12])[CH:9]=[CH:10][C:2]=2[I:1])=[O:6])[CH2:28][CH2:27]1, predict the reactants needed to synthesize it.